From a dataset of Reaction yield outcomes from USPTO patents with 853,638 reactions. Predict the reaction yield, written as a fraction of the theoretical maximum amount of product (1.0 means a 100% yield; for example, 0.34 means a 34% yield). (1) The catalyst is CC#N. The yield is 0.880. The reactants are [O:1]1[C:6]2[CH:7]=[CH:8][CH:9]=[CH:10][C:5]=2[NH:4][C:3](=[O:11])[CH2:2]1.[Cl:12][CH2:13][CH2:14][CH2:15]I.C([O-])([O-])=O.[Cs+].[Cs+]. The product is [Cl:12][CH2:13][CH2:14][CH2:15][N:4]1[C:5]2[CH:10]=[CH:9][CH:8]=[CH:7][C:6]=2[O:1][CH2:2][C:3]1=[O:11]. (2) The reactants are [NH2:1][C:2]1[CH:11]=[CH:10][CH:9]=[C:8]2[C:3]=1[CH:4]=[C:5]([CH2:12][CH2:13][NH:14]C(=O)OC(C)(C)C)[N:6]=[CH:7]2.[F:22][C:23]([F:35])([F:34])[C:24]1[CH:33]=[CH:32][C:27]([CH2:28][N:29]=[C:30]=[O:31])=[CH:26][CH:25]=1. No catalyst specified. The product is [NH2:14][CH2:13][CH2:12][C:5]1[N:6]=[CH:7][C:8]2[C:3]([CH:4]=1)=[C:2]([NH:1][C:30]([NH:29][CH2:28][C:27]1[CH:26]=[CH:25][C:24]([C:23]([F:22])([F:35])[F:34])=[CH:33][CH:32]=1)=[O:31])[CH:11]=[CH:10][CH:9]=2. The yield is 0.0900.